From a dataset of Full USPTO retrosynthesis dataset with 1.9M reactions from patents (1976-2016). Predict the reactants needed to synthesize the given product. Given the product [NH2:19][CH2:20][C:21]1[CH:26]=[CH:25][C:24]([C:2]2[N:6]3[N:7]=[C:8]([NH:11][CH:12]4[CH2:17][CH2:16][O:15][CH2:14][CH2:13]4)[CH:9]=[CH:10][C:5]3=[N:4][CH:3]=2)=[CH:23][CH:22]=1, predict the reactants needed to synthesize it. The reactants are: Br[C:2]1[N:6]2[N:7]=[C:8]([NH:11][CH:12]3[CH2:17][CH2:16][O:15][CH2:14][CH2:13]3)[CH:9]=[CH:10][C:5]2=[N:4][CH:3]=1.Cl.[NH2:19][CH2:20][C:21]1[CH:26]=[CH:25][C:24](B(O)O)=[CH:23][CH:22]=1.P([O-])([O-])([O-])=O.[K+].[K+].[K+].COCCOC.